Regression. Given two drug SMILES strings and cell line genomic features, predict the synergy score measuring deviation from expected non-interaction effect. From a dataset of NCI-60 drug combinations with 297,098 pairs across 59 cell lines. (1) Drug 1: CNC(=O)C1=NC=CC(=C1)OC2=CC=C(C=C2)NC(=O)NC3=CC(=C(C=C3)Cl)C(F)(F)F. Drug 2: CS(=O)(=O)OCCCCOS(=O)(=O)C. Cell line: MDA-MB-231. Synergy scores: CSS=6.23, Synergy_ZIP=-0.748, Synergy_Bliss=-2.18, Synergy_Loewe=-2.00, Synergy_HSA=-1.01. (2) Drug 1: C1=NC2=C(N1)C(=S)N=C(N2)N. Drug 2: CCN(CC)CCCC(C)NC1=C2C=C(C=CC2=NC3=C1C=CC(=C3)Cl)OC. Cell line: M14. Synergy scores: CSS=40.0, Synergy_ZIP=-4.03, Synergy_Bliss=-1.36, Synergy_Loewe=-2.10, Synergy_HSA=0.221. (3) Drug 1: CC1=CC=C(C=C1)C2=CC(=NN2C3=CC=C(C=C3)S(=O)(=O)N)C(F)(F)F. Drug 2: C1=CN(C=N1)CC(O)(P(=O)(O)O)P(=O)(O)O. Cell line: COLO 205. Synergy scores: CSS=-3.48, Synergy_ZIP=2.50, Synergy_Bliss=0.992, Synergy_Loewe=-1.48, Synergy_HSA=-3.21.